From a dataset of Forward reaction prediction with 1.9M reactions from USPTO patents (1976-2016). Predict the product of the given reaction. (1) Given the reactants [Cl:1][C:2]1[CH:7]=[CH:6][CH:5]=[CH:4][C:3]=1[S:8]([N@:11]1[CH2:13][CH:12]1[C:14]([N:16]1[CH2:21][CH2:20][N:19]([C:22]2[C:27]([C:28]([F:31])([F:30])[F:29])=[CH:26][CH:25]=[CH:24][N:23]=2)[CH2:18][CH2:17]1)=[O:15])(=[O:10])=[O:9].[I-].[Na+].[CH2:34]([N:37]=[C:38]=[O:39])[CH2:35][CH3:36], predict the reaction product. The product is: [Cl:1][C:2]1[CH:7]=[CH:6][CH:5]=[CH:4][C:3]=1[S:8]([N:11]1[CH2:13][C@@H:12]([C:14]([N:16]2[CH2:21][CH2:20][N:19]([C:22]3[C:27]([C:28]([F:30])([F:29])[F:31])=[CH:26][CH:25]=[CH:24][N:23]=3)[CH2:18][CH2:17]2)=[O:15])[N:37]([CH2:34][CH2:35][CH3:36])[C:38]1=[O:39])(=[O:9])=[O:10]. (2) Given the reactants [OH:1][C:2]1[CH:3]=[C:4]([CH:12]=[C:13]([NH:15][C:16]2[NH:17][CH2:18][CH:19]([OH:22])[CH2:20][N:21]=2)[CH:14]=1)[C:5]([NH:7][CH2:8][C:9]([OH:11])=O)=[O:6].Cl.[CH2:24]([O:26][C:27](=[O:46])[CH2:28][C@H:29]([NH2:45])[C:30]1[CH:35]=[C:34]([C:36]2([C:42]#[N:43])[CH2:41][CH2:40][O:39][CH2:38][CH2:37]2)[CH:33]=[C:32]([Cl:44])[CH:31]=1)[CH3:25].O.ON1C2C=CC=CC=2N=N1.C(N=C=NC(C)C)(C)C, predict the reaction product. The product is: [Cl:44][C:32]1[CH:31]=[C:30]([C@@H:29]([NH:45][C:9](=[O:11])[CH2:8][NH:7][C:5](=[O:6])[C:4]2[CH:12]=[C:13]([NH:15][C:16]3[NH:17][CH2:18][CH:19]([OH:22])[CH2:20][N:21]=3)[CH:14]=[C:2]([OH:1])[CH:3]=2)[CH2:28][C:27]([O:26][CH2:24][CH3:25])=[O:46])[CH:35]=[C:34]([C:36]2([C:42]#[N:43])[CH2:41][CH2:40][O:39][CH2:38][CH2:37]2)[CH:33]=1. (3) Given the reactants [N+:1]([C:4]1[CH:5]=[CH:6][C:7]2[CH2:13][CH2:12][C:11](=O)[CH2:10][CH2:9][C:8]=2[CH:15]=1)([O-:3])=[O:2].C(Cl)Cl.C(O)(=O)C.[F:23][CH:24]([F:27])[CH2:25][NH2:26].C(O[BH-](OC(=O)C)OC(=O)C)(=O)C.[Na+], predict the reaction product. The product is: [F:23][CH:24]([F:27])[CH2:25][NH:26][CH:11]1[CH2:10][CH2:9][C:8]2[CH:15]=[C:4]([N+:1]([O-:3])=[O:2])[CH:5]=[CH:6][C:7]=2[CH2:13][CH2:12]1. (4) Given the reactants [CH2:1]([C@@:4]1([CH3:30])[CH2:9][C@H:8]([C:10]2[CH:15]=[CH:14][CH:13]=[C:12]([Cl:16])[CH:11]=2)[C@@H:7]([C:17]2[CH:22]=[CH:21][C:20]([Cl:23])=[CH:19][CH:18]=2)[N:6]([C@@H:24]([CH2:27][CH3:28])[CH:25]=[O:26])[C:5]1=[O:29])[CH:2]=[CH2:3].[CH2:31]([Mg]Br)[CH:32]([CH3:34])[CH3:33], predict the reaction product. The product is: [CH2:1]([C@@:4]1([CH3:30])[CH2:9][C@H:8]([C:10]2[CH:15]=[CH:14][CH:13]=[C:12]([Cl:16])[CH:11]=2)[C@@H:7]([C:17]2[CH:18]=[CH:19][C:20]([Cl:23])=[CH:21][CH:22]=2)[N:6]([C@H:24]([CH:25]([OH:26])[CH2:31][CH:32]([CH3:34])[CH3:33])[CH2:27][CH3:28])[C:5]1=[O:29])[CH:2]=[CH2:3]. (5) Given the reactants O[N:2]=[C:3]([C:9](=[O:11])[CH3:10])[C:4]([O:6][CH2:7][CH3:8])=[O:5].[C:12](O[C:20]([O:22][C:23]([CH3:26])([CH3:25])[CH3:24])=[O:21])([O:14][C:15]([CH3:18])([CH3:17])[CH3:16])=[O:13].[H][H].[CH2:29](O)[CH3:30], predict the reaction product. The product is: [CH2:7]([O:6][C:4](=[O:5])[CH:3]([NH:2][C:12]([O:14][C:15]([CH3:18])([CH3:17])[CH3:16])=[O:13])[C:9](=[O:11])[CH3:10])[CH3:8].[CH2:7]([O:6][C:4](=[O:5])[C:3]([CH2:29][CH3:30])([NH:2][C:20]([O:22][C:23]([CH3:24])([CH3:25])[CH3:26])=[O:21])[C:9](=[O:11])[CH3:10])[CH3:8]. (6) Given the reactants [ClH:1].Cl.[NH2:3][CH2:4][CH2:5][N:6]1[C:14]2[C:13]([NH:15][C:16]3[CH:21]=[CH:20][C:19]([O:22][C:23]4[CH:31]=[CH:30][C:26]5[CH:27]=[CH:28][S:29][C:25]=5[CH:24]=4)=[C:18]([Cl:32])[CH:17]=3)=[N:12][CH:11]=[N:10][C:9]=2[CH:8]=[CH:7]1.C(OC([N:40]1[CH2:45][CH2:44][CH:43]([C:46](O)=[O:47])[CH2:42][CH2:41]1)=O)(C)(C)C.Cl.C(N=C=NCCCN(C)C)C.ON1C2C=CC=CC=2N=N1, predict the reaction product. The product is: [ClH:32].[ClH:1].[S:29]1[C:25]2[CH:24]=[C:23]([O:22][C:19]3[CH:20]=[CH:21][C:16]([NH:15][C:13]4[C:14]5[N:6]([CH2:5][CH2:4][NH:3][C:46]([CH:43]6[CH2:44][CH2:45][NH:40][CH2:41][CH2:42]6)=[O:47])[CH:7]=[CH:8][C:9]=5[N:10]=[CH:11][N:12]=4)=[CH:17][C:18]=3[Cl:32])[CH:31]=[CH:30][C:26]=2[CH:27]=[CH:28]1. (7) Given the reactants [CH:1]1([CH2:4][O:5][C:6]2[CH:7]=[C:8]([CH:15]=[CH:16][C:17]=2[CH2:18][NH:19][S:20]([CH3:23])(=[O:22])=[O:21])[C:9]([O:11][CH2:12][CH:13]=[CH2:14])=[O:10])[CH2:3][CH2:2]1.[C:24](O[C:24]([O:26][C:27]([CH3:30])([CH3:29])[CH3:28])=[O:25])([O:26][C:27]([CH3:30])([CH3:29])[CH3:28])=[O:25], predict the reaction product. The product is: [C:27]([O:26][C:24]([N:19]([CH2:18][C:17]1[CH:16]=[CH:15][C:8]([C:9]([O:11][CH2:12][CH:13]=[CH2:14])=[O:10])=[CH:7][C:6]=1[O:5][CH2:4][CH:1]1[CH2:3][CH2:2]1)[S:20]([CH3:23])(=[O:22])=[O:21])=[O:25])([CH3:30])([CH3:29])[CH3:28]. (8) Given the reactants [CH3:1][O:2][C:3](=[O:11])[CH2:4][C:5](=[O:10])[CH2:6][CH2:7][CH2:8][CH3:9].S(Cl)([Cl:15])(=O)=O.O, predict the reaction product. The product is: [CH3:1][O:2][C:3](=[O:11])[CH:4]([Cl:15])[C:5](=[O:10])[CH2:6][CH2:7][CH2:8][CH3:9]. (9) Given the reactants [CH3:1][O:2][C:3]1[CH:22]=[CH:21][C:6]([CH2:7][C@@H:8]2[C:12]3=[N:13][C:14]4[CH:19]=[CH:18][CH:17]=[CH:16][C:15]=4[N:11]3[C:10](=[O:20])[NH:9]2)=[CH:5][CH:4]=1.[NH2:23][CH2:24][C:25]1[CH:32]=[CH:31][CH:30]=[CH:29][C:26]=1[C:27]#[N:28].C(O)(C(F)(F)F)=O, predict the reaction product. The product is: [NH:11]1[C:15]2[CH:16]=[CH:17][CH:18]=[CH:19][C:14]=2[N:13]=[C:12]1[C@H:8]([NH:9][C:10]([NH:28][CH2:27][C:26]1[CH:29]=[CH:30][CH:31]=[CH:32][C:25]=1[C:24]#[N:23])=[O:20])[CH2:7][C:6]1[CH:5]=[CH:4][C:3]([O:2][CH3:1])=[CH:22][CH:21]=1. (10) The product is: [CH3:1][O:2][C:3]1[CH:4]=[C:5]([CH:29]=[C:30]([O:33][CH3:34])[C:31]=1[CH3:32])[C:6]([NH:8][CH2:9][C:10]1[CH:15]=[CH:14][C:13]([C:16]2[N:20]=[C:19]([CH3:21])[O:18][N:17]=2)=[CH:12][C:11]=1[N:22]([CH3:37])[C:23](=[O:28])[C:24]([F:26])([F:25])[F:27])=[O:7]. Given the reactants [CH3:1][O:2][C:3]1[CH:4]=[C:5]([CH:29]=[C:30]([O:33][CH3:34])[C:31]=1[CH3:32])[C:6]([NH:8][CH2:9][C:10]1[CH:15]=[CH:14][C:13]([C:16]2[N:20]=[C:19]([CH3:21])[O:18][N:17]=2)=[CH:12][C:11]=1[NH:22][C:23](=[O:28])[C:24]([F:27])([F:26])[F:25])=[O:7].CI.[C:37](=O)([O-])[O-].[K+].[K+], predict the reaction product.